Dataset: Forward reaction prediction with 1.9M reactions from USPTO patents (1976-2016). Task: Predict the product of the given reaction. (1) Given the reactants [CH2:1]([N:8]1[C:13](=[O:14])[C:12]([C:15]([OH:17])=[O:16])=[CH:11][C:10]2[CH:18]([CH3:27])[O:19][C:20]3[CH:21]=[C:22](Cl)[CH:23]=[CH:24][C:25]=3[C:9]1=2)[C:2]1[CH:7]=[CH:6][CH:5]=[CH:4][CH:3]=1.C(O[Na])(C)(C)C.[NH:34]1[CH2:38][CH2:37][CH2:36][CH2:35]1, predict the reaction product. The product is: [CH2:1]([N:8]1[C:13](=[O:14])[C:12]([C:15]([OH:17])=[O:16])=[CH:11][C:10]2[CH:18]([CH3:27])[O:19][C:20]3[CH:21]=[C:22]([N:34]4[CH2:38][CH2:37][CH2:36][CH2:35]4)[CH:23]=[CH:24][C:25]=3[C:9]1=2)[C:2]1[CH:7]=[CH:6][CH:5]=[CH:4][CH:3]=1. (2) Given the reactants Cl[C:2]1[C:7]([C:8]#[N:9])=[CH:6][CH:5]=[CH:4][N:3]=1.C(O)C.[CH:13]1([NH2:16])[CH2:15][CH2:14]1, predict the reaction product. The product is: [CH:13]1([NH:16][C:2]2[C:7]([C:8]#[N:9])=[CH:6][CH:5]=[CH:4][N:3]=2)[CH2:15][CH2:14]1. (3) Given the reactants [F:1][C:2]1[CH:3]=[C:4]([NH2:9])[C:5]([NH2:8])=[CH:6][CH:7]=1.[C:10](O[C:10]([O:12][C:13]([CH3:16])([CH3:15])[CH3:14])=[O:11])([O:12][C:13]([CH3:16])([CH3:15])[CH3:14])=[O:11].C(OCC)(=O)C, predict the reaction product. The product is: [C:13]([O:12][C:10](=[O:11])[NH:9][C:4]1[CH:3]=[C:2]([F:1])[CH:7]=[CH:6][C:5]=1[NH2:8])([CH3:16])([CH3:15])[CH3:14]. (4) The product is: [Br:37][C@@:8]1([C:12](=[O:14])[CH3:13])[C@:7]2([CH3:15])[C@H:11](/[C:3](=[CH:2]/[Br:1])/[CH2:4][CH2:5][CH2:6]2)[CH2:10][CH2:9]1. Given the reactants [Br:1]/[CH:2]=[C:3]1\[CH2:4][CH2:5][CH2:6][C@@:7]2([CH3:15])[C@H:11]\1[CH2:10][CH2:9][C@@H:8]2[C:12](=[O:14])[CH3:13].C[Si](C)(C)N[Si](C)(C)C.I[Si](C)(C)C.C(N(CC)CC)C.[Br-:37].[Br-].[Br-].C([N+](CCCC)(CCCC)CCCC)CCC.C([N+](CCCC)(CCCC)CCCC)CCC.C([N+](CCCC)(CCCC)CCCC)CCC, predict the reaction product.